Dataset: Forward reaction prediction with 1.9M reactions from USPTO patents (1976-2016). Task: Predict the product of the given reaction. (1) Given the reactants [CH3:1][N:2]([CH3:12])[C:3]1[CH:4]=[C:5]([CH:9]=[CH:10][CH:11]=1)C(O)=O.C([N:15]([CH2:18]C)CC)C.C1(P(N=[N+]=[N-])(C2C=CC=CC=2)=[O:27])C=CC=CC=1.[C:37]1([C:43]2[N:47]=[C:46]([N:48]3[CH2:53][CH2:52][NH:51][CH2:50][CH2:49]3)[S:45][N:44]=2)[CH:42]=[CH:41][CH:40]=[CH:39][CH:38]=1, predict the reaction product. The product is: [CH3:12][N:2]([CH3:1])[C:3]1[CH:4]=[C:5]([NH:15][C:18]([N:51]2[CH2:52][CH2:53][N:48]([C:46]3[S:45][N:44]=[C:43]([C:37]4[CH:38]=[CH:39][CH:40]=[CH:41][CH:42]=4)[N:47]=3)[CH2:49][CH2:50]2)=[O:27])[CH:9]=[CH:10][CH:11]=1. (2) Given the reactants [Cl:1][C:2]1[C:7]([C:8]([OH:10])=[O:9])=[CH:6][CH:5]=[C:4](Cl)[N:3]=1.C([O-])([O-])=O.[K+].[K+].C1(P(C2C=CC=CC=2)C2C=CC=CC=2)C=CC=CC=1.[F:37][C:38]1[CH:39]=[C:40](B(O)O)[CH:41]=[C:42]([O:44][CH2:45][CH:46]([CH3:48])[CH3:47])[CH:43]=1.Cl, predict the reaction product. The product is: [Cl:1][C:2]1[C:7]([C:8]([OH:10])=[O:9])=[CH:6][CH:5]=[C:4]([C:40]2[CH:41]=[C:42]([O:44][CH2:45][CH:46]([CH3:47])[CH3:48])[CH:43]=[C:38]([F:37])[CH:39]=2)[N:3]=1. (3) Given the reactants Br[C:2]1[S:3][C:4]2[CH2:5][C:6]3[C:12]([C:13]4[CH:18]=[CH:17][C:16]([O:19][CH3:20])=[CH:15][CH:14]=4)=[N:11][N:10]([CH2:21][O:22][CH2:23][CH2:24][Si:25]([CH3:28])([CH3:27])[CH3:26])[C:7]=3[C:8]=2[CH:9]=1.[F:29][C:30]1[CH:35]=[CH:34][C:33](B2OC(C)(C)C(C)(C)O2)=[CH:32][CH:31]=1.C([O-])([O-])=O.[Na+].[Na+], predict the reaction product. The product is: [F:29][C:30]1[CH:35]=[CH:34][C:33]([C:2]2[S:3][C:4]3[CH2:5][C:6]4[C:12]([C:13]5[CH:18]=[CH:17][C:16]([O:19][CH3:20])=[CH:15][CH:14]=5)=[N:11][N:10]([CH2:21][O:22][CH2:23][CH2:24][Si:25]([CH3:27])([CH3:26])[CH3:28])[C:7]=4[C:8]=3[CH:9]=2)=[CH:32][CH:31]=1. (4) Given the reactants COC([C:5]1[CH:16]=[CH:15][C:14]2[CH2:13][CH:12]3[CH:17]([NH:18][C:19]([O:21][C:22]([CH3:25])([CH3:24])[CH3:23])=[O:20])[CH:9]([CH2:10][CH2:11]3)[CH2:8][C:7]=2[CH:6]=1)=O.[CH2:26]([OH:33])[C:27]1C=CC=C[CH:28]=1.C(O)C=CC1C=CC=CC=1, predict the reaction product. The product is: [C:22]([O:21][C:19](=[O:20])[NH:18][CH:17]1[CH:12]2[CH2:13][CH2:14][CH:15]1[CH2:16][C:5]1[CH:6]=[C:7]([CH:28]=[CH:27][CH2:26][OH:33])[CH:8]=[CH:9][C:10]=1[CH2:11]2)([CH3:25])([CH3:24])[CH3:23]. (5) Given the reactants [N+:1]([O-:4])(O)=[O:2].[CH:5]1([CH2:10][C:11]([NH:13][C:14]2[C:19]([CH3:20])=[CH:18][CH:17]=[CH:16][C:15]=2[O:21][CH3:22])=[O:12])[CH2:9][CH2:8][CH2:7][CH2:6]1.O, predict the reaction product. The product is: [CH:5]1([CH2:10][C:11]([NH:13][C:14]2[C:15]([O:21][CH3:22])=[CH:16][CH:17]=[C:18]([N+:1]([O-:4])=[O:2])[C:19]=2[CH3:20])=[O:12])[CH2:9][CH2:8][CH2:7][CH2:6]1. (6) Given the reactants [N:1]([C:4]1[N:9]=[CH:8][N:7]=[C:6]([O:10][C:11]2[CH:16]=[CH:15][C:14]([NH:17][C:18]([NH:20][C:21]3[N:22]([C:30]4[CH:35]=[CH:34][C:33]([CH3:36])=[CH:32][CH:31]=4)[N:23]=[C:24]([C:26]([CH3:29])([CH3:28])[CH3:27])[CH:25]=3)=[O:19])=[CH:13][CH:12]=2)[CH:5]=1)=[N+]=[N-], predict the reaction product. The product is: [NH2:1][C:4]1[N:9]=[CH:8][N:7]=[C:6]([O:10][C:11]2[CH:16]=[CH:15][C:14]([NH:17][C:18]([NH:20][C:21]3[N:22]([C:30]4[CH:31]=[CH:32][C:33]([CH3:36])=[CH:34][CH:35]=4)[N:23]=[C:24]([C:26]([CH3:29])([CH3:28])[CH3:27])[CH:25]=3)=[O:19])=[CH:13][CH:12]=2)[CH:5]=1. (7) Given the reactants [CH3:1][CH:2]([C@H:4]([CH2:20][C@H:21]([NH2:39])[C@@H:22]([OH:38])[CH2:23][C@H:24]([C:28]([NH:30][CH2:31][C:32]([C:35]([NH2:37])=[O:36])([CH3:34])[CH3:33])=[O:29])[CH:25]([CH3:27])[CH3:26])[CH2:5][C:6]1[CH:7]=[CH:8][C:9]([O:18][CH3:19])=[C:10]([O:12][CH2:13][CH2:14][CH2:15][O:16][CH3:17])[CH:11]=1)[CH3:3].C1(OC)C=CC=CC=1.[C:48]([OH:55])(=[O:54])/[CH:49]=[CH:50]/[C:51]([OH:53])=[O:52], predict the reaction product. The product is: [CH3:3][CH:2]([C@H:4]([CH2:20][C@H:21]([NH2:39])[C@@H:22]([OH:38])[CH2:23][C@H:24]([C:28]([NH:30][CH2:31][C:32]([C:35]([NH2:37])=[O:36])([CH3:33])[CH3:34])=[O:29])[CH:25]([CH3:26])[CH3:27])[CH2:5][C:6]1[CH:7]=[CH:8][C:9]([O:18][CH3:19])=[C:10]([O:12][CH2:13][CH2:14][CH2:15][O:16][CH3:17])[CH:11]=1)[CH3:1].[CH3:3][CH:2]([C@H:4]([CH2:20][C@H:21]([NH2:39])[C@@H:22]([OH:38])[CH2:23][C@H:24]([C:28]([NH:30][CH2:31][C:32]([C:35]([NH2:37])=[O:36])([CH3:33])[CH3:34])=[O:29])[CH:25]([CH3:26])[CH3:27])[CH2:5][C:6]1[CH:7]=[CH:8][C:9]([O:18][CH3:19])=[C:10]([O:12][CH2:13][CH2:14][CH2:15][O:16][CH3:17])[CH:11]=1)[CH3:1].[CH:49](/[C:48]([OH:55])=[O:54])=[CH:50]\[C:51]([OH:53])=[O:52]. (8) Given the reactants [C:1]1([N:7]2[CH2:12][CH:11]=[C:10]([C:13]3[CH:14]=[C:15]4[C:19](=[CH:20][CH:21]=3)[NH:18][C:17](=[O:22])[CH2:16]4)[CH2:9][CH2:8]2)[CH:6]=[CH:5][CH:4]=[CH:3][CH:2]=1, predict the reaction product. The product is: [C:1]1([N:7]2[CH2:12][CH2:11][CH:10]([C:13]3[CH:14]=[C:15]4[C:19](=[CH:20][CH:21]=3)[NH:18][C:17](=[O:22])[CH2:16]4)[CH2:9][CH2:8]2)[CH:2]=[CH:3][CH:4]=[CH:5][CH:6]=1. (9) Given the reactants [OH:1][C:2]1[CH:3]=[C:4]([S:8][CH2:9][CH2:10][CH2:11][C:12](O)=O)[CH:5]=[CH:6][CH:7]=1.SC1C=C(O)C=CC=1.C(=O)([O-])[O-].[K+].[K+].BrCCCC[CH2:34][CH2:35][CH2:36][CH2:37][CH2:38][C:39]([O:41]CC)=[O:40].[OH-].[Na+], predict the reaction product. The product is: [OH:1][C:2]1[CH:3]=[C:4]([S:8][CH2:9][CH2:10][CH2:11][CH2:12][CH2:34][CH2:35][CH2:36][CH2:37][CH2:38][C:39]([OH:41])=[O:40])[CH:5]=[CH:6][CH:7]=1.